From a dataset of Peptide-MHC class I binding affinity with 185,985 pairs from IEDB/IMGT. Regression. Given a peptide amino acid sequence and an MHC pseudo amino acid sequence, predict their binding affinity value. This is MHC class I binding data. (1) The peptide sequence is HLKRTILAL. The MHC is BoLA-T2C with pseudo-sequence BoLA-T2C. The binding affinity (normalized) is 0.703. (2) The peptide sequence is KYLKYKTKDL. The MHC is Mamu-B08 with pseudo-sequence Mamu-B08. The binding affinity (normalized) is 0.